From a dataset of Reaction yield outcomes from USPTO patents with 853,638 reactions. Predict the reaction yield, written as a fraction of the theoretical maximum amount of product (1.0 means a 100% yield; for example, 0.34 means a 34% yield). (1) The catalyst is C(OCC)C. The reactants are [Cl:1][C:2]1[CH:3]=[C:4]([C@@:8]2([OH:17])[O:13][CH2:12][C:11]([CH3:15])([CH3:14])[NH:10][C@@H:9]2[CH3:16])[CH:5]=[CH:6][CH:7]=1. The yield is 0.900. The product is [ClH:1].[Cl:1][C:2]1[CH:3]=[C:4]([C@@:8]2([OH:17])[O:13][CH2:12][C:11]([CH3:14])([CH3:15])[NH:10][C@@H:9]2[CH3:16])[CH:5]=[CH:6][CH:7]=1. (2) The reactants are C([O:3][C:4]([C:6]1[S:10][C:9]([CH3:11])=[N:8][C:7]=1[N:12]([CH2:16][C:17]1[CH:22]=[CH:21][CH:20]=[CH:19][CH:18]=1)[C:13]([NH2:15])=[O:14])=O)C.C[O-].[Na+]. The yield is 0.630. The product is [CH2:16]([N:12]1[C:7]2[N:8]=[C:9]([CH3:11])[S:10][C:6]=2[C:4](=[O:3])[NH:15][C:13]1=[O:14])[C:17]1[CH:22]=[CH:21][CH:20]=[CH:19][CH:18]=1. The catalyst is CO. (3) The reactants are F[C:2](F)(F)[CH:3]([N:7]1[CH:11]=[C:10]([C:12]2[C:13]3[CH:20]=[CH:19][N:18]([CH2:21][O:22][CH2:23][CH2:24][Si:25]([CH3:28])([CH3:27])[CH3:26])[C:14]=3[N:15]=[CH:16][N:17]=2)[CH:9]=[N:8]1)[CH2:4][C:5]#[N:6].[CH:31](O)(C)[CH3:32]. No catalyst specified. The product is [CH:2]1([C@H:3]([N:7]2[CH:11]=[C:10]([C:12]3[C:13]4[CH:20]=[CH:19][N:18]([CH2:21][O:22][CH2:23][CH2:24][Si:25]([CH3:28])([CH3:27])[CH3:26])[C:14]=4[N:15]=[CH:16][N:17]=3)[CH:9]=[N:8]2)[CH2:4][C:5]#[N:6])[CH2:32][CH2:31]1. The yield is 0.940. (4) The reactants are [Na].[CH2:2]([O:6][C:7]1[CH:12]=[CH:11][C:10]([S:13]([OH:16])(=O)=[O:14])=[CH:9][CH:8]=1)[C:3]#[C:4][CH3:5].C(Cl)(=O)C([Cl:20])=O. The catalyst is CN(C)C=O.ClCCl. The product is [CH2:2]([O:6][C:7]1[CH:12]=[CH:11][C:10]([S:13]([Cl:20])(=[O:16])=[O:14])=[CH:9][CH:8]=1)[C:3]#[C:4][CH3:5]. The yield is 0.840. (5) The reactants are [CH3:1][O:2][C:3]([C@H:5]1[C@@H:10]2[CH2:11][C@@H:7]([CH:8]=[CH:9]2)[C@H:6]1C(O)=O)=[O:4].C([N:17](CC)CC)C.Cl[C:23]([O:25][CH2:26][CH3:27])=[O:24].[N-]=[N+]=[N-].[Na+].[CH2:32](O)[C:33]1C=C[CH:36]=[CH:35][CH:34]=1. The catalyst is O1CCCC1.O.C1C=CC=CC=1.ClCCl. The product is [CH2:26]([O:25][C:23]([NH:17][C@@H:6]1[C@H:7]2[CH2:11][C@H:10]([CH:9]=[CH:8]2)[C@@H:5]1[C:3]([O:2][CH3:1])=[O:4])=[O:24])[C:27]1[CH:36]=[CH:35][CH:34]=[CH:33][CH:32]=1. The yield is 0.740.